Task: Predict the reactants needed to synthesize the given product.. Dataset: Full USPTO retrosynthesis dataset with 1.9M reactions from patents (1976-2016) (1) Given the product [CH2:26]([O:7][CH2:6][CH2:5][O:4][C:3]1[CH:8]=[C:9]([Cl:21])[C:10]([CH2:12][C:13]2[CH:14]=[CH:15][C:16]([CH2:19][CH3:20])=[CH:17][CH:18]=2)=[CH:11][C:2]=1[Br:1])[CH:25]=[CH2:24], predict the reactants needed to synthesize it. The reactants are: [Br:1][C:2]1[CH:11]=[C:10]([CH2:12][C:13]2[CH:18]=[CH:17][C:16]([CH2:19][CH3:20])=[CH:15][CH:14]=2)[C:9]([Cl:21])=[CH:8][C:3]=1[O:4][CH2:5][CH2:6][OH:7].[H-].[Na+].[CH2:24](Br)[CH:25]=[CH2:26]. (2) The reactants are: [C:1](OCC)(=[O:10])[C@H:2]([CH2:4][C:5]([O:7][CH2:8][CH3:9])=[O:6])[OH:3].[BH4-].[Na+]. Given the product [OH:3][C@H:2]([CH2:1][OH:10])[CH2:4][C:5]([O:7][CH2:8][CH3:9])=[O:6], predict the reactants needed to synthesize it. (3) Given the product [CH3:17][N:18]([CH3:33])[CH2:19][CH2:20][N:21]([CH3:32])[C:22]1[S:23][C:24]2[CH:30]=[C:29]([NH:31][C:11](=[O:13])[C:10]3[CH:14]=[CH:15][CH:16]=[C:8]([O:1][C:2]4[CH:3]=[CH:4][CH:5]=[CH:6][CH:7]=4)[CH:9]=3)[CH:28]=[CH:27][C:25]=2[N:26]=1, predict the reactants needed to synthesize it. The reactants are: [O:1]([C:8]1[CH:9]=[C:10]([CH:14]=[CH:15][CH:16]=1)[C:11]([OH:13])=O)[C:2]1[CH:7]=[CH:6][CH:5]=[CH:4][CH:3]=1.[CH3:17][N:18]([CH3:33])[CH2:19][CH2:20][N:21]([CH3:32])[C:22]1[S:23][C:24]2[CH:30]=[C:29]([NH2:31])[CH:28]=[CH:27][C:25]=2[N:26]=1. (4) The reactants are: [Br:1][C:2]1[CH:3]=[C:4]2[C:9](=[CH:10][CH:11]=1)/[C:8](=[N:12]/O)/[CH2:7][CH2:6][CH2:5]2.S(Cl)(Cl)=[O:15]. Given the product [Br:1][C:2]1[CH:11]=[CH:10][C:9]2[C:8](=[O:15])[NH:12][CH2:7][CH2:6][CH2:5][C:4]=2[CH:3]=1, predict the reactants needed to synthesize it. (5) Given the product [Cl:1][C:2]1[CH:7]=[C:6]([F:8])[CH:5]=[C:4]([O:9][CH3:10])[C:3]=1[C:11]1[N:12]=[C:13]([NH:16][C:18](=[O:25])[C:19]2[CH:24]=[CH:23][N:22]=[CH:21][CH:20]=2)[S:14][CH:15]=1, predict the reactants needed to synthesize it. The reactants are: [Cl:1][C:2]1[CH:7]=[C:6]([F:8])[CH:5]=[C:4]([O:9][CH3:10])[C:3]=1[C:11]1[N:12]=[C:13]([NH2:16])[S:14][CH:15]=1.Cl.[C:18](Cl)(=[O:25])[C:19]1[CH:24]=[CH:23][N:22]=[CH:21][CH:20]=1. (6) Given the product [C:28]1([S:34]([N:9]2[CH2:8][CH:7]([C:13]3[CH:18]=[CH:17][C:16]([OH:19])=[CH:15][CH:14]=3)[C:6]3[C:11](=[CH:12][C:3]([OH:2])=[CH:4][CH:5]=3)[CH2:10]2)(=[O:36])=[O:35])[CH:33]=[CH:32][CH:31]=[CH:30][CH:29]=1, predict the reactants needed to synthesize it. The reactants are: C[O:2][C:3]1[CH:12]=[C:11]2[C:6]([CH:7]([C:13]3[CH:18]=[CH:17][C:16]([O:19]C)=[CH:15][CH:14]=3)[CH2:8][NH:9][CH2:10]2)=[CH:5][CH:4]=1.C(N(CC)CC)C.[C:28]1([S:34](Cl)(=[O:36])=[O:35])[CH:33]=[CH:32][CH:31]=[CH:30][CH:29]=1.B(Br)(Br)Br. (7) Given the product [C:1]([CH2:3][C:4]([N:6]1[CH2:10][CH2:9][CH2:8][C@@H:7]1[CH2:11][N:12]1[C:16]2[CH:17]=[C:18]([CH:21]=[O:22])[CH:19]=[CH:20][C:15]=2[N:14]=[C:13]1[NH:23][C:24]([C:26]1[S:27][C:28]([CH:31]([F:32])[F:33])=[CH:29][CH:30]=1)=[O:25])=[O:5])#[N:2], predict the reactants needed to synthesize it. The reactants are: [C:1]([CH2:3][C:4]([N:6]1[CH2:10][CH2:9][CH2:8][C@@H:7]1[CH2:11][N:12]1[C:16]2[CH:17]=[C:18]([CH2:21][OH:22])[CH:19]=[CH:20][C:15]=2[N:14]=[C:13]1[NH:23][C:24]([C:26]1[S:27][C:28]([CH:31]([F:33])[F:32])=[CH:29][CH:30]=1)=[O:25])=[O:5])#[N:2].C(CC(N1CCC[C@@H]1CN1C2C=CC(CO)=CC=2N=C1NC(C1SC(C(F)F)=CC=1)=O)=O)#N.FC1C=C(C=CC=1[N+]([O-])=O)C(OC)=O.CC(OI1(OC(C)=O)(OC(C)=O)OC(=O)C2C=CC=CC1=2)=O.